From a dataset of Forward reaction prediction with 1.9M reactions from USPTO patents (1976-2016). Predict the product of the given reaction. Given the reactants [CH2:1]([O:8][C:9]1[CH:16]=[CH:15][C:12]([CH:13]=O)=[CH:11][CH:10]=1)[C:2]1[CH:7]=[CH:6][CH:5]=[CH:4][CH:3]=1.[CH2:17]([O:19][C:20](=[O:25])[CH2:21][N:22]=[N+:23]=[N-:24])[CH3:18].CC[O-].[Na+].[NH4+].[Cl-], predict the reaction product. The product is: [CH2:17]([O:19][C:20](=[O:25])[C:21]([N:22]=[N+:23]=[N-:24])=[CH:13][C:12]1[CH:15]=[CH:16][C:9]([O:8][CH2:1][C:2]2[CH:7]=[CH:6][CH:5]=[CH:4][CH:3]=2)=[CH:10][CH:11]=1)[CH3:18].